From a dataset of Catalyst prediction with 721,799 reactions and 888 catalyst types from USPTO. Predict which catalyst facilitates the given reaction. (1) Reactant: [C:1]1([CH2:7][CH2:8][CH2:9][CH:10]2[CH2:15][CH2:14][NH:13][CH2:12][CH2:11]2)[CH:6]=[CH:5][CH:4]=[CH:3][CH:2]=1.[CH2:16]=[CH:17][C:18](=[O:24])[CH2:19][CH2:20][CH2:21][CH2:22][CH3:23]. Product: [C:1]1([CH2:7][CH2:8][CH2:9][CH:10]2[CH2:11][CH2:12][N:13]([CH2:16][CH2:17][C:18](=[O:24])[CH2:19][CH2:20][CH2:21][CH2:22][CH3:23])[CH2:14][CH2:15]2)[CH:6]=[CH:5][CH:4]=[CH:3][CH:2]=1. The catalyst class is: 8. (2) Reactant: [C:1]([O:5][C:6](=[O:33])[NH:7][C:8]1([C:12]2[CH:17]=[CH:16][C:15]([C:18]3[C:23]([C:24]4[CH:29]=[CH:28][CH:27]=[CH:26][CH:25]=4)=[CH:22][N:21]4[CH:30]=[CH:31][N:32]=[C:20]4[N:19]=3)=[CH:14][CH:13]=2)[CH2:11][CH2:10][CH2:9]1)([CH3:4])([CH3:3])[CH3:2].C1C(=O)N([Br:41])C(=O)C1. Product: [C:1]([O:5][C:6](=[O:33])[NH:7][C:8]1([C:12]2[CH:13]=[CH:14][C:15]([C:18]3[C:23]([C:24]4[CH:29]=[CH:28][CH:27]=[CH:26][CH:25]=4)=[CH:22][N:21]4[C:30]([Br:41])=[CH:31][N:32]=[C:20]4[N:19]=3)=[CH:16][CH:17]=2)[CH2:11][CH2:10][CH2:9]1)([CH3:4])([CH3:2])[CH3:3]. The catalyst class is: 373. (3) The catalyst class is: 5. Reactant: [CH3:1][O:2][C:3]1[CH:12]=[CH:11][C:6]([C:7]([O:9]C)=[O:8])=[CH:5][C:4]=1[CH2:13][N:14]1[CH2:19][CH2:18][N:17]([C:20](=[O:37])[C:21]2[CH:26]=[CH:25][C:24]([NH:27][C:28]([NH:30][C:31]3[CH:36]=[CH:35][CH:34]=[CH:33][CH:32]=3)=[O:29])=[CH:23][CH:22]=2)[CH2:16][CH2:15]1.[OH-].[Li+].O. Product: [CH3:1][O:2][C:3]1[CH:12]=[CH:11][C:6]([C:7]([OH:9])=[O:8])=[CH:5][C:4]=1[CH2:13][N:14]1[CH2:19][CH2:18][N:17]([C:20](=[O:37])[C:21]2[CH:26]=[CH:25][C:24]([NH:27][C:28]([NH:30][C:31]3[CH:36]=[CH:35][CH:34]=[CH:33][CH:32]=3)=[O:29])=[CH:23][CH:22]=2)[CH2:16][CH2:15]1. (4) The catalyst class is: 16. Product: [Br:1][C:2]1[N:11]=[C:5]2[CH:6]=[CH:7][CH:8]=[C:9]([N:16]3[CH2:17][C:14]([CH3:13])([OH:18])[CH2:15]3)[N:4]2[N:3]=1. Reactant: [Br:1][C:2]1[N:11]=[C:5]2[CH:6]=[CH:7][CH:8]=[C:9](Br)[N:4]2[N:3]=1.Cl.[CH3:13][C:14]1([OH:18])[CH2:17][NH:16][CH2:15]1.C(=O)([O-])[O-].[K+].[K+]. (5) Reactant: Br[C:2]1[CH:7]=[C:6]([NH:8][C:9](=[O:17])[C:10]([OH:16])([CH3:15])[CH2:11][CH:12]([CH3:14])[CH3:13])[CH:5]=[C:4]([O:18][CH3:19])[N:3]=1.[Cu][C:21]#[N:22]. Product: [C:21]([C:2]1[CH:7]=[C:6]([NH:8][C:9](=[O:17])[C:10]([OH:16])([CH3:15])[CH2:11][CH:12]([CH3:14])[CH3:13])[CH:5]=[C:4]([O:18][CH3:19])[N:3]=1)#[N:22]. The catalyst class is: 42.